Dataset: Forward reaction prediction with 1.9M reactions from USPTO patents (1976-2016). Task: Predict the product of the given reaction. (1) Given the reactants [CH3:1][C:2]1([CH3:39])[CH2:11][CH2:10][C:9]([CH3:13])([CH3:12])[C:8]2[CH:7]=[C:6]([Se:14][C:15]#[C:16][C:17]3[CH:26]=[CH:25][C:20]([C:21]([O:23]C)=[O:22])=[CH:19][CH:18]=3)[CH:5]=[C:4]([O:27][CH2:28][C:29]3[CH:34]=[CH:33][C:32]([C:35]([CH3:38])([CH3:37])[CH3:36])=[CH:31][CH:30]=3)[C:3]1=2.[OH-].[Na+], predict the reaction product. The product is: [CH3:1][C:2]1([CH3:39])[CH2:11][CH2:10][C:9]([CH3:12])([CH3:13])[C:8]2[CH:7]=[C:6]([Se:14][C:15]#[C:16][C:17]3[CH:18]=[CH:19][C:20]([C:21]([OH:23])=[O:22])=[CH:25][CH:26]=3)[CH:5]=[C:4]([O:27][CH2:28][C:29]3[CH:30]=[CH:31][C:32]([C:35]([CH3:38])([CH3:37])[CH3:36])=[CH:33][CH:34]=3)[C:3]1=2. (2) Given the reactants Cl[C:2]1[CH:7]=[CH:6][C:5]([C:8]([NH:10][C@@H:11]([CH:16]2[CH2:21][CH2:20][CH2:19][CH2:18][CH2:17]2)[C:12]([O:14][CH3:15])=[O:13])=[O:9])=[C:4]([NH:22][C:23]([NH:25][C:26]2[C:31]([CH3:32])=[CH:30][C:29]([CH3:33])=[CH:28][C:27]=2[CH3:34])=[O:24])[CH:3]=1.[OH:35][C:36]1[CH:41]=[CH:40][C:39](B(O)O)=[CH:38][CH:37]=1.[F-].[Cs+].O, predict the reaction product. The product is: [CH:16]1([C@H:11]([NH:10][C:8]([C:5]2[CH:6]=[CH:7][C:2]([C:39]3[CH:40]=[CH:41][C:36]([OH:35])=[CH:37][CH:38]=3)=[CH:3][C:4]=2[NH:22][C:23]([NH:25][C:26]2[C:31]([CH3:32])=[CH:30][C:29]([CH3:33])=[CH:28][C:27]=2[CH3:34])=[O:24])=[O:9])[C:12]([O:14][CH3:15])=[O:13])[CH2:21][CH2:20][CH2:19][CH2:18][CH2:17]1.